This data is from Catalyst prediction with 721,799 reactions and 888 catalyst types from USPTO. The task is: Predict which catalyst facilitates the given reaction. (1) Reactant: OC[P:3](=[O:10])([O:7][CH2:8][CH3:9])[O:4][CH2:5][CH3:6].N1[C:16]([CH3:17])=[CH:15][CH:14]=CC=1C.FC(F)(F)S(OS(C(F)(F)F)(=O)=O)(=O)=O.C1C=C(O)C=C(CC(N)C(O)=O)C=1.C1(O)C=CC=CC=1.C([O-])([O-])=O.[Cs+].[Cs+].[CH2:60]([NH:67][NH2:68])C1C=CC=CC=1.[O-]S(C(F)(F)F)(=O)=O. Product: [CH2:60]([NH:67][NH2:68])[C:9]1[CH:8]=[CH:14][CH:15]=[CH:16][CH:17]=1.[CH2:5]([O:4][PH:3](=[O:10])[O:7][CH2:8][CH3:9])[CH3:6]. The catalyst class is: 1. (2) Reactant: [CH2:1]([N:8]1[CH2:13][C:12](=O)[NH:11][CH:10]([CH2:15][C:16]2[CH:21]=[CH:20][CH:19]=[CH:18][CH:17]=2)[C:9]1=O)[C:2]1[CH:7]=[CH:6][CH:5]=[CH:4][CH:3]=1.[H-].[H-].[H-].[H-].[Li+].[Al+3]. Product: [CH2:1]([N:8]1[CH2:13][CH2:12][NH:11][CH:10]([CH2:15][C:16]2[CH:21]=[CH:20][CH:19]=[CH:18][CH:17]=2)[CH2:9]1)[C:2]1[CH:3]=[CH:4][CH:5]=[CH:6][CH:7]=1. The catalyst class is: 1. (3) Reactant: [C@@H:1]12[CH2:6][C@@H:5]1[CH2:4][C@H:3]([C:7](N)=[O:8])[NH:2]2.CC[O-:12].[Na+].CCO.[C:17]([O:21][C:22](O[C:22]([O:21][C:17]([CH3:20])([CH3:19])[CH3:18])=[O:23])=[O:23])([CH3:20])([CH3:19])[CH3:18].Cl. Product: [C:17]([O:21][C:22]([N:2]1[C@H:3]([C:7]([OH:8])=[O:12])[CH2:4][C@@H:5]2[C@H:1]1[CH2:6]2)=[O:23])([CH3:20])([CH3:19])[CH3:18]. The catalyst class is: 657. (4) Reactant: [Cl:1][C:2]1[C:11]2[C:6](=[CH:7][C:8]([O:13][CH3:14])=[C:9]([OH:12])[CH:10]=2)[N:5]=[CH:4][CH:3]=1.[CH2:15](Br)[C:16]1[CH:21]=[CH:20][CH:19]=[CH:18][CH:17]=1.C(=O)([O-])[O-].[K+].[K+]. Product: [CH2:15]([O:12][C:9]1[CH:10]=[C:11]2[C:6](=[CH:7][C:8]=1[O:13][CH3:14])[N:5]=[CH:4][CH:3]=[C:2]2[Cl:1])[C:16]1[CH:21]=[CH:20][CH:19]=[CH:18][CH:17]=1. The catalyst class is: 18.